From a dataset of Catalyst prediction with 721,799 reactions and 888 catalyst types from USPTO. Predict which catalyst facilitates the given reaction. (1) Reactant: [F:1][C:2]1[CH:7]=[CH:6][CH:5]=[CH:4][C:3]=1[C:8]1[NH:12][CH:11]=[C:10]([CH:13]=[O:14])[CH:9]=1.[O-]S(C(F)(F)[F:20])(=O)=O.ClC1C=CC=C(Cl)[N+]=1F.C(=O)([O-])O.[Na+]. Product: [F:20][C:9]1[C:10]([CH:13]=[O:14])=[CH:11][NH:12][C:8]=1[C:3]1[CH:4]=[CH:5][CH:6]=[CH:7][C:2]=1[F:1]. The catalyst class is: 7. (2) Reactant: [C:1]([OH:6])(=[O:5])[CH:2](C)[OH:3].[C:1]([OH:6])(=[O:5])[CH2:2][OH:3].[C:12]([OH:17])(=[O:16])[CH:13]([CH3:15])[OH:14]. Product: [C:1]([OH:6])(=[O:5])[CH2:2][OH:3].[CH3:15][C@H:13]([OH:14])[C:12]([OH:17])=[O:16]. The catalyst class is: 22. (3) Reactant: [CH3:1][O:2][C:3]1[CH:4]=[C:5]2[C:10](=[CH:11][C:12]=1[O:13][CH3:14])[N:9]=[CH:8][N:7]=[C:6]2[O:15][C:16]1[CH:22]=[CH:21][C:19]([NH2:20])=[C:18]([CH3:23])[CH:17]=1.ClC(Cl)(O[C:28](=[O:34])OC(Cl)(Cl)Cl)Cl.[CH2:36]([NH2:40])[CH2:37][CH2:38][CH3:39].CO. Product: [CH2:36]([NH:40][C:28]([NH:20][C:19]1[CH:21]=[CH:22][C:16]([O:15][C:6]2[C:5]3[C:10](=[CH:11][C:12]([O:13][CH3:14])=[C:3]([O:2][CH3:1])[CH:4]=3)[N:9]=[CH:8][N:7]=2)=[CH:17][C:18]=1[CH3:23])=[O:34])[CH2:37][CH2:38][CH3:39]. The catalyst class is: 542. (4) Reactant: [CH2:1]([O:3][C:4](=[O:32])[CH2:5][N:6]([C@@H:20]1[CH2:26][CH2:25][CH2:24][CH2:23][CH:22](OS(C)(=O)=O)[CH2:21]1)[S:7]([C:10]1[CH:19]=[CH:18][C:17]2[C:12](=[CH:13][CH:14]=[CH:15][CH:16]=2)[CH:11]=1)(=[O:9])=[O:8])[CH3:2].C(=O)([O-])[O-].[Cs+].[Cs+].[I-].[Li+]. Product: [CH2:1]([O:3][C:4]([CH:5]1[C@H:22]2[CH2:21][CH:20]([CH2:26][CH2:25][CH2:24][CH2:23]2)[N:6]1[S:7]([C:10]1[CH:19]=[CH:18][C:17]2[C:12](=[CH:13][CH:14]=[CH:15][CH:16]=2)[CH:11]=1)(=[O:9])=[O:8])=[O:32])[CH3:2]. The catalyst class is: 35.